Predict the product of the given reaction. From a dataset of Forward reaction prediction with 1.9M reactions from USPTO patents (1976-2016). (1) Given the reactants C([O:3][C:4](=O)[CH2:5][C:6]1([CH2:20][N+:21]([O-])=O)[CH2:11][CH2:10][C:9]([CH:15]2[CH2:19][CH2:18][CH2:17][CH2:16]2)([N:12]([CH3:14])[CH3:13])[CH2:8][CH2:7]1)C, predict the reaction product. The product is: [CH:15]1([C:9]2([N:12]([CH3:14])[CH3:13])[CH2:10][CH2:11][C:6]3([CH2:20][NH:21][C:4](=[O:3])[CH2:5]3)[CH2:7][CH2:8]2)[CH2:16][CH2:17][CH2:18][CH2:19]1. (2) Given the reactants [CH2:1]([NH:3][C:4]([NH:6][C:7]1[N:12]=[CH:11][C:10]([C:13]2[C:14]([O:25][CH:26]3[CH2:31][CH2:30][N:29](C(OC(C)(C)C)=O)[CH2:28][CH2:27]3)=[N:15][CH:16]=[C:17]([C:19]3[O:20][C:21]([CH3:24])=[N:22][N:23]=3)[CH:18]=2)=[C:9]([C:39]2[S:40][CH:41]=[C:42]([C:44]([F:47])([F:46])[F:45])[N:43]=2)[CH:8]=1)=[O:5])[CH3:2].FC(F)(F)C(O)=O, predict the reaction product. The product is: [CH2:1]([NH:3][C:4]([NH:6][C:7]1[N:12]=[CH:11][C:10]([C:13]2[C:14]([O:25][CH:26]3[CH2:27][CH2:28][NH:29][CH2:30][CH2:31]3)=[N:15][CH:16]=[C:17]([C:19]3[O:20][C:21]([CH3:24])=[N:22][N:23]=3)[CH:18]=2)=[C:9]([C:39]2[S:40][CH:41]=[C:42]([C:44]([F:45])([F:46])[F:47])[N:43]=2)[CH:8]=1)=[O:5])[CH3:2]. (3) Given the reactants [C:1]([O:5][C:6]([N:8]1[CH2:13][CH2:12][CH:11]([C:14](=O)[NH2:15])[CH2:10][CH2:9]1)=[O:7])([CH3:4])([CH3:3])[CH3:2].COCCOC.CC1OC(C=CC2C=C3CCCN4CCCC(=C34)C=2)=CC(=C(C#N)C#N)C=1.COC1C=CC(P2(SP(C3C=CC(OC)=CC=3)(=S)S2)=[S:59])=CC=1, predict the reaction product. The product is: [C:1]([O:5][C:6]([N:8]1[CH2:13][CH2:12][CH:11]([C:14](=[S:59])[NH2:15])[CH2:10][CH2:9]1)=[O:7])([CH3:4])([CH3:3])[CH3:2]. (4) The product is: [CH3:1][O:2][C:3]1[CH:11]=[C:10]2[C:6]([CH2:7][CH:8]([CH2:13][C:14]3[CH:19]=[CH:18][C:17]([C:20]([F:22])([F:21])[F:23])=[CH:16][CH:15]=3)[C:9]2=[O:12])=[CH:5][C:4]=1[N:24]1[CH2:25][CH2:26][O:27][CH2:28][CH2:29]1. Given the reactants [CH3:1][O:2][C:3]1[CH:11]=[C:10]2[C:6]([CH2:7]/[C:8](=[CH:13]\[C:14]3[CH:19]=[CH:18][C:17]([C:20]([F:23])([F:22])[F:21])=[CH:16][CH:15]=3)/[C:9]2=[O:12])=[CH:5][C:4]=1[N:24]1[CH2:29][CH2:28][O:27][CH2:26][CH2:25]1, predict the reaction product. (5) Given the reactants [F:1][C:2]1[CH:22]=[CH:21][C:20]([C:23]([NH:25][C:26]2[CH:31]=[C:30]([CH3:32])[CH:29]=[CH:28][C:27]=2[F:33])=[O:24])=[CH:19][C:3]=1[O:4][C:5]1[CH:10]=[CH:9][N:8]=[C:7]([C:11]2[NH:15][CH:14]=[C:13]([C:16]([OH:18])=O)[CH:12]=2)[CH:6]=1.CN(C(ON1N=NC2C=CC=NC1=2)=[N+](C)C)C.F[P-](F)(F)(F)(F)F.C(N(CC)C(C)C)(C)C.Cl.[CH3:68][O:69][C:70](=[O:74])[CH2:71][CH2:72][NH2:73].Cl, predict the reaction product. The product is: [F:1][C:2]1[CH:22]=[CH:21][C:20]([C:23]([NH:25][C:26]2[CH:31]=[C:30]([CH3:32])[CH:29]=[CH:28][C:27]=2[F:33])=[O:24])=[CH:19][C:3]=1[O:4][C:5]1[CH:10]=[CH:9][N:8]=[C:7]([C:11]2[NH:15][CH:14]=[C:13]([C:16]([NH:73][CH2:72][CH2:71][C:70]([O:69][CH3:68])=[O:74])=[O:18])[CH:12]=2)[CH:6]=1. (6) Given the reactants O1CCCCC1ON[C:9]([C:11]1[S:25][C:14]2[NH:15][C:16](=[O:24])/[C:17](=[CH:18]\[C:19]3[NH:20][CH:21]=[CH:22][CH:23]=3)/[C:13]=2[CH:12]=1)=[O:10].C1(C)C=CC(S(O)(=O)=[O:33])=CC=1, predict the reaction product. The product is: [O:24]=[C:16]1[NH:15][C:14]2[S:25][C:11]([C:9]([OH:10])=[O:33])=[CH:12][C:13]=2/[C:17]/1=[CH:18]/[C:19]1[NH:20][CH:21]=[CH:22][CH:23]=1. (7) The product is: [Cl:26][C:25]1[CH:24]=[CH:23][C:4]([O:5][CH:6]2[CH2:11][CH2:10][N:9]([S:12]([C:15]3[C:16]([CH3:22])=[N:17][N:18]([CH3:21])[C:19]=3[CH3:20])(=[O:14])=[O:13])[CH2:8][CH2:7]2)=[C:3]([F:54])[CH:2]=1. Given the reactants Cl[C:2]1[CH:3]=[C:4]([CH:23]=[CH:24][C:25]=1[Cl:26])[O:5][CH:6]1[CH2:11][CH2:10][N:9]([S:12]([C:15]2[C:16]([CH3:22])=[N:17][N:18]([CH3:21])[C:19]=2[CH3:20])(=[O:14])=[O:13])[CH2:8][CH2:7]1.CN1C(C)=C(S(Cl)(=O)=O)C(C)=N1.Cl.ClC1C=CC(OC2CCNCC2)=C([F:54])C=1, predict the reaction product.